This data is from Forward reaction prediction with 1.9M reactions from USPTO patents (1976-2016). The task is: Predict the product of the given reaction. (1) The product is: [Br:41][C:42]1[CH:47]=[CH:46][C:45]([S:48]([N:15]2[CH2:24][CH2:23][C:22]3[C@:17]([CH2:35][O:36][CH2:37][CH:38]4[CH2:39][CH2:40]4)([CH2:18][C:19]4[CH:27]=[N:26][N:25]([C:28]5[CH:29]=[CH:30][C:31]([F:34])=[CH:32][CH:33]=5)[C:20]=4[CH:21]=3)[CH2:16]2)(=[O:50])=[O:49])=[CH:44][CH:43]=1. Given the reactants FC(F)(F)C(O)=O.C(OC([N:15]1[CH2:24][CH2:23][C:22]2[C@:17]([CH2:35][O:36][CH2:37][CH:38]3[CH2:40][CH2:39]3)([CH2:18][C:19]3[CH:27]=[N:26][N:25]([C:28]4[CH:33]=[CH:32][C:31]([F:34])=[CH:30][CH:29]=4)[C:20]=3[CH:21]=2)[CH2:16]1)=O)(C)(C)C.[Br:41][C:42]1[CH:47]=[CH:46][C:45]([S:48](Cl)(=[O:50])=[O:49])=[CH:44][CH:43]=1.C(N(C(C)C)CC)(C)C, predict the reaction product. (2) Given the reactants Cl.[NH2:2][C:3]1[C:4]2[C:14]([O:15][CH2:16][C@H:17]3[CH2:22][CH2:21][CH2:20][NH:19][CH2:18]3)=[CH:13][CH:12]=[CH:11][C:5]=2[NH:6][S:7](=[O:10])(=[O:9])[N:8]=1.[N:23]1([C:28]2[CH:29]=[C:30]([CH:34]=[CH:35][N:36]=2)[C:31](O)=[O:32])[CH:27]=[CH:26][N:25]=[CH:24]1, predict the reaction product. The product is: [N:23]1([C:28]2[CH:29]=[C:30]([C:31]([N:19]3[CH2:20][CH2:21][CH2:22][C@H:17]([CH2:16][O:15][C:14]4[C:4]5[C:3]([NH2:2])=[N:8][S:7](=[O:9])(=[O:10])[NH:6][C:5]=5[CH:11]=[CH:12][CH:13]=4)[CH2:18]3)=[O:32])[CH:34]=[CH:35][N:36]=2)[CH:27]=[CH:26][N:25]=[CH:24]1. (3) Given the reactants [Cl:1][C:2]1[CH:7]=[C:6]([N+:8]([O-:10])=[O:9])[CH:5]=[CH:4][C:3]=1F.[OH:12][C:13]1[CH:14]=[C:15]([CH:18]=[CH:19][CH:20]=1)[C:16]#[N:17].C(=O)([O-])[O-].[K+].[K+].O, predict the reaction product. The product is: [Cl:1][C:2]1[CH:7]=[C:6]([N+:8]([O-:10])=[O:9])[CH:5]=[CH:4][C:3]=1[O:12][C:13]1[CH:14]=[C:15]([CH:18]=[CH:19][CH:20]=1)[C:16]#[N:17]. (4) Given the reactants [Br:1][C:2]1[CH:3]=[CH:4][C:5]([OH:23])=[C:6]([CH:22]=1)[C:7]([NH:9][C:10]1[CH:15]=[C:14]([C:16]([F:19])([F:18])[F:17])[CH:13]=[CH:12][C:11]=1[O:20][CH3:21])=[O:8].[N:24]1([C:30](Cl)=[O:31])[CH2:29][CH2:28][O:27][CH2:26][CH2:25]1, predict the reaction product. The product is: [Br:1][C:2]1[CH:3]=[CH:4][C:5]([O:23][C:30]([N:24]2[CH2:29][CH2:28][O:27][CH2:26][CH2:25]2)=[O:31])=[C:6]([CH:22]=1)[C:7]([NH:9][C:10]1[CH:15]=[C:14]([C:16]([F:19])([F:17])[F:18])[CH:13]=[CH:12][C:11]=1[O:20][CH3:21])=[O:8]. (5) Given the reactants C(O[C:4](=[O:30])[C:5]1[CH:10]=[CH:9][C:8]([CH2:11][N:12]2[CH2:17][CH2:16][CH2:15][C@H:14]([NH:18]C(OC(C)(C)C)=O)[CH2:13]2)=[C:7]([C:26]([F:29])([F:28])[F:27])[CH:6]=1)C.C(OC(=O)N[C@@H]1CCN(CC2C=CC(C(=O)[NH:51][CH2:52][C:53]3[CH:58]=[C:57]([Cl:59])[CH:56]=[CH:55][C:54]=3[S:60]([CH2:63][CH3:64])(=[O:62])=[O:61])=CC=2C(F)(F)F)C1)(C)(C)C, predict the reaction product. The product is: [NH2:18][C@H:14]1[CH2:15][CH2:16][CH2:17][N:12]([CH2:11][C:8]2[CH:9]=[CH:10][C:5]([C:4]([NH:51][CH2:52][C:53]3[CH:58]=[C:57]([Cl:59])[CH:56]=[CH:55][C:54]=3[S:60]([CH2:63][CH3:64])(=[O:62])=[O:61])=[O:30])=[CH:6][C:7]=2[C:26]([F:28])([F:27])[F:29])[CH2:13]1. (6) Given the reactants Br[C:2]1[CH:7]=[CH:6][CH:5]=[CH:4][C:3]=1[C:8]1[N:12]([CH2:13][CH:14]2[CH2:19][CH2:18][C:17]([F:21])([F:20])[CH2:16][CH2:15]2)[C:11]2[CH:22]=[CH:23][CH:24]=[CH:25][C:10]=2[N:9]=1.[C:26]([C:28]1[CH:35]=[CH:34][C:31]([C:32]#[N:33])=[CH:30][CH:29]=1)#[CH:27], predict the reaction product. The product is: [F:21][C:17]1([F:20])[CH2:18][CH2:19][CH:14]([CH2:13][N:12]2[C:11]3[CH:22]=[CH:23][CH:24]=[CH:25][C:10]=3[N:9]=[C:8]2[C:3]2[CH:4]=[CH:5][CH:6]=[CH:7][C:2]=2[C:27]#[C:26][C:28]2[CH:35]=[CH:34][C:31]([C:32]#[N:33])=[CH:30][CH:29]=2)[CH2:15][CH2:16]1. (7) Given the reactants [N+:1]([C:4]1[CH:13]=[CH:12][CH:11]=[C:10]2[C:5]=1[CH:6]=[CH:7]O[C:9]2=[O:14])([O-:3])=[O:2].[NH2:15][C@H:16]([CH3:19])[CH2:17][OH:18].C(N(CC)CC)C.CO, predict the reaction product. The product is: [OH:18][CH2:17][C@H:16]([N:15]1[CH:7]=[CH:6][C:5]2[C:10](=[CH:11][CH:12]=[CH:13][C:4]=2[N+:1]([O-:3])=[O:2])[C:9]1=[O:14])[CH3:19].